This data is from NCI-60 drug combinations with 297,098 pairs across 59 cell lines. The task is: Regression. Given two drug SMILES strings and cell line genomic features, predict the synergy score measuring deviation from expected non-interaction effect. (1) Drug 1: C1CCN(CC1)CCOC2=CC=C(C=C2)C(=O)C3=C(SC4=C3C=CC(=C4)O)C5=CC=C(C=C5)O. Drug 2: CS(=O)(=O)C1=CC(=C(C=C1)C(=O)NC2=CC(=C(C=C2)Cl)C3=CC=CC=N3)Cl. Cell line: OVCAR-8. Synergy scores: CSS=-0.200, Synergy_ZIP=0.431, Synergy_Bliss=-0.627, Synergy_Loewe=-1.91, Synergy_HSA=-1.53. (2) Drug 1: CC(C1=C(C=CC(=C1Cl)F)Cl)OC2=C(N=CC(=C2)C3=CN(N=C3)C4CCNCC4)N. Drug 2: C1C(C(OC1N2C=C(C(=O)NC2=O)F)CO)O. Cell line: MOLT-4. Synergy scores: CSS=66.5, Synergy_ZIP=-0.196, Synergy_Bliss=-1.63, Synergy_Loewe=-7.18, Synergy_HSA=-0.723. (3) Drug 1: C1=CC(=CC=C1C#N)C(C2=CC=C(C=C2)C#N)N3C=NC=N3. Drug 2: COC1=NC(=NC2=C1N=CN2C3C(C(C(O3)CO)O)O)N. Cell line: HOP-92. Synergy scores: CSS=-7.52, Synergy_ZIP=5.46, Synergy_Bliss=4.32, Synergy_Loewe=-5.38, Synergy_HSA=-5.39. (4) Drug 1: COC1=C(C=C2C(=C1)N=CN=C2NC3=CC(=C(C=C3)F)Cl)OCCCN4CCOCC4. Drug 2: CC(C)(C#N)C1=CC(=CC(=C1)CN2C=NC=N2)C(C)(C)C#N. Cell line: HS 578T. Synergy scores: CSS=10.2, Synergy_ZIP=-5.09, Synergy_Bliss=-6.67, Synergy_Loewe=-5.92, Synergy_HSA=-6.01. (5) Drug 1: C1=CN(C(=O)N=C1N)C2C(C(C(O2)CO)O)O.Cl. Drug 2: CN(C(=O)NC(C=O)C(C(C(CO)O)O)O)N=O. Cell line: LOX IMVI. Synergy scores: CSS=35.2, Synergy_ZIP=-0.958, Synergy_Bliss=-1.27, Synergy_Loewe=-19.6, Synergy_HSA=0.273. (6) Drug 1: CN1C(=O)N2C=NC(=C2N=N1)C(=O)N. Drug 2: CC12CCC3C(C1CCC2OP(=O)(O)O)CCC4=C3C=CC(=C4)OC(=O)N(CCCl)CCCl.[Na+]. Cell line: MOLT-4. Synergy scores: CSS=15.2, Synergy_ZIP=-2.72, Synergy_Bliss=1.29, Synergy_Loewe=-0.562, Synergy_HSA=0.0344. (7) Drug 1: CC(C)CN1C=NC2=C1C3=CC=CC=C3N=C2N. Drug 2: CC1C(C(CC(O1)OC2CC(CC3=C2C(=C4C(=C3O)C(=O)C5=C(C4=O)C(=CC=C5)OC)O)(C(=O)CO)O)N)O.Cl. Cell line: UACC62. Synergy scores: CSS=49.5, Synergy_ZIP=-2.49, Synergy_Bliss=-3.13, Synergy_Loewe=-18.6, Synergy_HSA=-1.23. (8) Drug 1: CCC(=C(C1=CC=CC=C1)C2=CC=C(C=C2)OCCN(C)C)C3=CC=CC=C3.C(C(=O)O)C(CC(=O)O)(C(=O)O)O. Drug 2: CC1CCCC2(C(O2)CC(NC(=O)CC(C(C(=O)C(C1O)C)(C)C)O)C(=CC3=CSC(=N3)C)C)C. Cell line: OVCAR-4. Synergy scores: CSS=40.6, Synergy_ZIP=9.20, Synergy_Bliss=7.51, Synergy_Loewe=-18.1, Synergy_HSA=5.25. (9) Drug 1: CC1=C2C(C(=O)C3(C(CC4C(C3C(C(C2(C)C)(CC1OC(=O)C(C(C5=CC=CC=C5)NC(=O)OC(C)(C)C)O)O)OC(=O)C6=CC=CC=C6)(CO4)OC(=O)C)OC)C)OC. Drug 2: CC1=C(C=C(C=C1)C(=O)NC2=CC(=CC(=C2)C(F)(F)F)N3C=C(N=C3)C)NC4=NC=CC(=N4)C5=CN=CC=C5. Cell line: HOP-92. Synergy scores: CSS=30.5, Synergy_ZIP=4.72, Synergy_Bliss=3.85, Synergy_Loewe=-14.4, Synergy_HSA=4.71.